From a dataset of Reaction yield outcomes from USPTO patents with 853,638 reactions. Predict the reaction yield, written as a fraction of the theoretical maximum amount of product (1.0 means a 100% yield; for example, 0.34 means a 34% yield). (1) The reactants are [NH2:1][C:2]1[CH:3]=[C:4]([N:8]([CH:22]2[CH2:24][CH2:23]2)[C:9]2[N:10]=[CH:11][C:12]3[N:17]=[C:16]([NH:18][C:19](=[O:21])[CH3:20])[S:15][C:13]=3[N:14]=2)[CH:5]=[CH:6][CH:7]=1.[Cl:25][C:26]1[C:34]([C:35]([C:38]#[N:39])([CH3:37])[CH3:36])=[CH:33][CH:32]=[CH:31][C:27]=1[C:28](O)=[O:29].F[P-](F)(F)(F)(F)F.N1(OC(N(C)C)=[N+](C)C)C2N=CC=CC=2N=N1.C(=O)([O-])O.[Na+]. The catalyst is N1C=CC=CC=1. The product is [C:19]([NH:18][C:16]1[S:15][C:13]2[N:14]=[C:9]([N:8]([CH:22]3[CH2:24][CH2:23]3)[C:4]3[CH:3]=[C:2]([NH:1][C:28](=[O:29])[C:27]4[CH:31]=[CH:32][CH:33]=[C:34]([C:35]([C:38]#[N:39])([CH3:37])[CH3:36])[C:26]=4[Cl:25])[CH:7]=[CH:6][CH:5]=3)[N:10]=[CH:11][C:12]=2[N:17]=1)(=[O:21])[CH3:20]. The yield is 0.710. (2) The yield is 0.970. No catalyst specified. The reactants are [CH3:1][O:2][C:3](=[O:26])[C@@H:4]([N:8]1[C:14](=[O:15])[CH2:13][CH2:12][N:11]([C:16]2[CH:21]=[CH:20][CH:19]=[C:18]([C:22]([F:25])([F:24])[F:23])[CH:17]=2)[CH2:10][CH2:9]1)[CH2:5][CH2:6][OH:7].O=C1[C@@H](N2C(=O)CCN(C3C=CC=C(C(F)(F)F)C=3)CC2)CCO1. The product is [CH3:1][O:2][C:3](=[O:26])[C@@H:4]([N:8]1[C:14](=[O:15])[CH2:13][CH2:12][N:11]([C:16]2[CH:21]=[CH:20][CH:19]=[C:18]([C:22]([F:25])([F:24])[F:23])[CH:17]=2)[CH2:10][CH2:9]1)[CH2:5][CH:6]=[O:7]. (3) The yield is 0.690. The catalyst is CN(C=O)C. The reactants are [NH2:1][C:2]1[CH:3]=[CH:4][C:5]([F:36])=[C:6]([C@:8]2([CH3:35])[C@H:14]3[C@:12]([C:15]([O:17][CH3:18])=[O:16])([CH2:13]3)[S:11][C:10]([N:19]([C:28]([O:30][C:31]([CH3:34])([CH3:33])[CH3:32])=[O:29])[CH2:20][O:21][CH2:22][CH2:23][Si:24]([CH3:27])([CH3:26])[CH3:25])=[N:9]2)[CH:7]=1.[CH2:37]([O:40][C:41]1[N:42]=[CH:43][C:44]([C:47](O)=[O:48])=[N:45][CH:46]=1)[C:38]#[CH:39].C(N(C(C)C)CC)(C)C.F[P-](F)(F)(F)(F)F.C(C(=NO[C+](N(C)C)N1CCOCC1)C(OCC)=O)#N. The product is [C:31]([O:30][C:28]([N:19]([CH2:20][O:21][CH2:22][CH2:23][Si:24]([CH3:26])([CH3:25])[CH3:27])[C:10]1[S:11][C@:12]2([C:15]([O:17][CH3:18])=[O:16])[C@H:14]([C@:8]([C:6]3[CH:7]=[C:2]([NH:1][C:47]([C:44]4[CH:43]=[N:42][C:41]([O:40][CH2:37][C:38]#[CH:39])=[CH:46][N:45]=4)=[O:48])[CH:3]=[CH:4][C:5]=3[F:36])([CH3:35])[N:9]=1)[CH2:13]2)=[O:29])([CH3:32])([CH3:34])[CH3:33]. (4) The reactants are [NH2:1][C:2]1[N:7]=[CH:6][N:5]=[C:4]2[N:8]([C@@H:12]3[CH2:17][CH2:16][CH2:15][N:14]([C:18]([O:20][C:21]([CH3:24])([CH3:23])[CH3:22])=[O:19])[CH2:13]3)[N:9]=[C:10](I)[C:3]=12.[F:25][C:26]1[CH:31]=[C:30]([O:32][C:33]2[CH:38]=[CH:37][CH:36]=[CH:35][CH:34]=2)[CH:29]=[CH:28][C:27]=1B(O)O.C(=O)([O-])[O-].[Na+].[Na+].COCCOC. The catalyst is C1C=CC([P]([Pd]([P](C2C=CC=CC=2)(C2C=CC=CC=2)C2C=CC=CC=2)([P](C2C=CC=CC=2)(C2C=CC=CC=2)C2C=CC=CC=2)[P](C2C=CC=CC=2)(C2C=CC=CC=2)C2C=CC=CC=2)(C2C=CC=CC=2)C2C=CC=CC=2)=CC=1.O. The product is [NH2:1][C:2]1[N:7]=[CH:6][N:5]=[C:4]2[N:8]([C@@H:12]3[CH2:17][CH2:16][CH2:15][N:14]([C:18]([O:20][C:21]([CH3:24])([CH3:23])[CH3:22])=[O:19])[CH2:13]3)[N:9]=[C:10]([C:27]3[CH:28]=[CH:29][C:30]([O:32][C:33]4[CH:38]=[CH:37][CH:36]=[CH:35][CH:34]=4)=[CH:31][C:26]=3[F:25])[C:3]=12. The yield is 0.700. (5) The catalyst is C1COCC1.CN1C(=O)CCC1. The yield is 0.110. The product is [C:31]([C:35]1[O:39][N:38]=[C:37]([NH:40][C:16]([C:14]2[CH:13]=[CH:12][C:10]3[CH:11]=[C:3]4[C:2](=[O:1])[NH:8][CH2:7][CH2:6][CH2:5][N:4]4[C:9]=3[N:15]=2)=[O:18])[CH:36]=1)([CH3:34])([CH3:33])[CH3:32]. The reactants are [O:1]=[C:2]1[NH:8][CH2:7][CH2:6][CH2:5][N:4]2[C:9]3[N:15]=[C:14]([C:16]([OH:18])=O)[CH:13]=[CH:12][C:10]=3[CH:11]=[C:3]12.C(N1C=CN=C1)(N1C=CN=C1)=O.[C:31]([C:35]1[O:39][N:38]=[C:37]([NH2:40])[CH:36]=1)([CH3:34])([CH3:33])[CH3:32].C1CCN2C(=NCCC2)CC1. (6) The reactants are Cl.C(OC([N:9]1[CH2:14][CH2:13][CH:12]([C:15]2[N:20]=[CH:19][C:18]([C:21]([O:23][CH3:24])=[O:22])=[CH:17][N:16]=2)[CH2:11][CH2:10]1)=O)(C)(C)C. The catalyst is CO. The product is [NH:9]1[CH2:14][CH2:13][CH:12]([C:15]2[N:16]=[CH:17][C:18]([C:21]([O:23][CH3:24])=[O:22])=[CH:19][N:20]=2)[CH2:11][CH2:10]1. The yield is 0.890. (7) The reactants are [N+:1]([C:4]1[CH:5]=[C:6]([NH2:10])[CH:7]=[CH:8][CH:9]=1)([O-:3])=[O:2].[N:11]([O-])=O.[Na+].[Cl:15][Sn]Cl.O. The catalyst is O.Cl. The product is [ClH:15].[N+:1]([C:4]1[CH:5]=[C:6]([NH:10][NH2:11])[CH:7]=[CH:8][CH:9]=1)([O-:3])=[O:2]. The yield is 0.730. (8) The reactants are Cl[C:2]1[CH:3]=[CH:4][C:5]([N+:9]([O-:11])=[O:10])=[C:6]([NH2:8])[CH:7]=1.[NH:12]1[CH2:17][CH2:16][CH2:15][CH2:14][CH2:13]1.C([O-])([O-])=O.[K+].[K+]. The catalyst is CN(C=O)C. The product is [N+:9]([C:5]1[CH:4]=[CH:3][C:2]([N:12]2[CH2:17][CH2:16][CH2:15][CH2:14][CH2:13]2)=[CH:7][C:6]=1[NH2:8])([O-:11])=[O:10]. The yield is 0.220. (9) The reactants are [CH3:1][C:2]([S:5]([NH2:7])=[O:6])([CH3:4])[CH3:3].[Br:8][C:9]1[CH:10]=[C:11]2[C:21](=[CH:22][CH:23]=1)[O:20][C:14]1([CH2:19][CH2:18][CH2:17][CH2:16][CH2:15]1)[CH2:13][C:12]2=O. The catalyst is C1COCC1.C(O[Ti](OC(C)C)(OC(C)C)OC(C)C)(C)C. The product is [Br:8][C:9]1[CH:10]=[C:11]2[C:21](=[CH:22][CH:23]=1)[O:20][C:14]1([CH2:15][CH2:16][CH2:17][CH2:18][CH2:19]1)[CH2:13]/[C:12]/2=[N:7]\[S:5]([C:2]([CH3:4])([CH3:3])[CH3:1])=[O:6]. The yield is 0.400. (10) The reactants are [CH3:1][C:2]1([CH3:12])[C:11]2[C:6](=[CH:7][CH:8]=[CH:9][CH:10]=2)[NH:5][CH2:4][CH2:3]1.[N+:13]([O-])([O-:15])=[O:14].[K+].C([O-])([O-])=O.[Na+].[Na+]. The catalyst is OS(O)(=O)=O. The product is [CH3:1][C:2]1([CH3:12])[C:11]2[C:6](=[CH:7][C:8]([N+:13]([O-:15])=[O:14])=[CH:9][CH:10]=2)[NH:5][CH2:4][CH2:3]1. The yield is 0.500.